From a dataset of Reaction yield outcomes from USPTO patents with 853,638 reactions. Predict the reaction yield, written as a fraction of the theoretical maximum amount of product (1.0 means a 100% yield; for example, 0.34 means a 34% yield). (1) The reactants are [CH3:1][O:2][C:3]1[N:4]=[CH:5][CH:6]=[C:7]2[CH:11]=[C:10]([CH3:12])[O:9][C:8]=12.C1C(=O)N([Br:20])C(=O)C1. The catalyst is C(#N)C. The product is [Br:20][C:6]1[CH:5]=[N:4][C:3]([O:2][CH3:1])=[C:8]2[O:9][C:10]([CH3:12])=[CH:11][C:7]=12. The yield is 0.640. (2) The reactants are [C:1]([O:5][C:6]([N:8]1[CH2:13][CH2:12][N:11](C2C(=O)N(CC(C)C)N=C(C3C=CC(C)=C(F)C=3)C=2C)[CH2:10][CH2:9]1)=[O:7])([CH3:4])([CH3:3])[CH3:2].[CH2:34]([N:38]1[C:43](=[O:44])[C:42](COS(C)(=O)=O)=[CH:41][C:40]([C:51]2[CH:56]=[CH:55][C:54]([C:57]([F:60])([F:59])[F:58])=[CH:53][CH:52]=2)=[N:39]1)[CH:35]([CH3:37])[CH3:36].N1(C(OC(C)(C)C)=O)CCNC[CH2:62]1. No catalyst specified. The product is [C:1]([O:5][C:6]([N:8]1[CH2:13][CH2:12][N:11]([C:42]2[C:43](=[O:44])[N:38]([CH2:34][CH:35]([CH3:36])[CH3:37])[N:39]=[C:40]([C:51]3[CH:56]=[CH:55][C:54]([C:57]([F:60])([F:58])[F:59])=[CH:53][CH:52]=3)[C:41]=2[CH3:62])[CH2:10][CH2:9]1)=[O:7])([CH3:4])([CH3:2])[CH3:3]. The yield is 0.835. (3) The reactants are [Cl:1][C:2]1[N:7]=[CH:6][C:5]([NH2:8])=[CH:4][CH:3]=1.[N:9]([O-])=O.[Na+].O.O.[Sn](Cl)(Cl)(Cl)Cl. The catalyst is Cl.O. The product is [ClH:1].[Cl:1][C:2]1[N:7]=[CH:6][C:5]([NH:8][NH2:9])=[CH:4][CH:3]=1. The yield is 0.620.